From a dataset of Reaction yield outcomes from USPTO patents with 853,638 reactions. Predict the reaction yield, written as a fraction of the theoretical maximum amount of product (1.0 means a 100% yield; for example, 0.34 means a 34% yield). (1) The reactants are [CH2:1]([O:8][C:9](=[O:17])[N:10]([CH2:14][CH:15]=O)[CH2:11][CH:12]=O)[C:2]1[CH:7]=[CH:6][CH:5]=[CH:4][CH:3]=1.[CH3:18][C:19]1([NH2:22])[CH2:21][CH2:20]1.C(O[BH-](OC(=O)C)OC(=O)C)(=O)C.[Na+].C(=O)([O-])O.[Na+]. The catalyst is ClC(Cl)C. The product is [CH2:1]([O:8][C:9]([N:10]1[CH2:14][CH2:15][N:22]([C:19]2([CH3:18])[CH2:21][CH2:20]2)[CH2:12][CH2:11]1)=[O:17])[C:2]1[CH:7]=[CH:6][CH:5]=[CH:4][CH:3]=1. The yield is 0.490. (2) The product is [CH2:35]([N:14]([CH2:12][CH3:13])[CH2:15][CH2:16][CH2:17][NH:18][C:19]([C:21]1[C:25]([C:26]2[CH:31]=[CH:30][CH:29]=[CH:28][CH:27]=2)=[C:24]([CH:32]=[C:5]2[C:4]3[C:8](=[CH:9][CH:10]=[C:2]([Br:1])[CH:3]=3)[NH:7][C:6]2=[O:11])[NH:23][C:22]=1[CH3:34])=[O:20])[CH3:36]. The yield is 0.420. The reactants are [Br:1][C:2]1[CH:3]=[C:4]2[C:8](=[CH:9][CH:10]=1)[NH:7][C:6](=[O:11])[CH2:5]2.[CH2:12]([N:14]([CH2:35][CH3:36])[CH2:15][CH2:16][CH2:17][NH:18][C:19]([C:21]1[C:25]([C:26]2[CH:31]=[CH:30][CH:29]=[CH:28][CH:27]=2)=[C:24]([CH:32]=O)[NH:23][C:22]=1[CH3:34])=[O:20])[CH3:13]. No catalyst specified. (3) The reactants are [CH:1]1([CH:7]([C:9]2[CH:13]=[C:12]([C:14]3[CH:15]=[N:16][CH:17]=[CH:18][CH:19]=3)[O:11][C:10]=2[CH3:20])O)[CH2:6][CH2:5][CH2:4][CH2:3][CH2:2]1.S(Cl)([Cl:23])=O. The catalyst is C1(C)C=CC=CC=1. The product is [Cl:23][CH:7]([CH:1]1[CH2:6][CH2:5][CH2:4][CH2:3][CH2:2]1)[C:9]1[CH:13]=[C:12]([C:14]2[CH:15]=[N:16][CH:17]=[CH:18][CH:19]=2)[O:11][C:10]=1[CH3:20]. The yield is 1.00. (4) The yield is 0.710. The catalyst is C(#N)C. The reactants are [CH3:1][O:2][C:3]1[CH:10]=[CH:9][CH:8]=[C:7]([Cl:11])[C:4]=1[C:5]#N.OO.S(=O)(=O)(O)[OH:15].N([O-])=O.[Na+].[OH-:23].[K+]. The product is [Cl:11][C:7]1[CH:8]=[CH:9][CH:10]=[C:3]([O:2][CH3:1])[C:4]=1[C:5]([OH:15])=[O:23].